Dataset: Full USPTO retrosynthesis dataset with 1.9M reactions from patents (1976-2016). Task: Predict the reactants needed to synthesize the given product. (1) Given the product [C:12]1([C:7]2[CH:6]=[C:5]([O:18][C@H:19]3[CH2:23][N:22]([C:24]([O:26][C:27]([CH3:28])([CH3:29])[CH3:30])=[O:25])[C@H:21]([C:31]([O:33][CH3:34])=[O:32])[CH2:20]3)[C:4]3[C:9](=[CH:10][CH:11]=[C:2]([CH:35]=[CH2:36])[CH:3]=3)[N:8]=2)[CH:17]=[CH:16][CH:15]=[CH:14][CH:13]=1, predict the reactants needed to synthesize it. The reactants are: Br[C:2]1[CH:3]=[C:4]2[C:9](=[CH:10][CH:11]=1)[N:8]=[C:7]([C:12]1[CH:17]=[CH:16][CH:15]=[CH:14][CH:13]=1)[CH:6]=[C:5]2[O:18][C@H:19]1[CH2:23][N:22]([C:24]([O:26][C:27]([CH3:30])([CH3:29])[CH3:28])=[O:25])[C@H:21]([C:31]([O:33][CH3:34])=[O:32])[CH2:20]1.[CH:35]([Sn](CCCC)(CCCC)CCCC)=[CH2:36]. (2) Given the product [F:32]/[CH:31]=[CH:30]/[CH2:29][CH:26]1[CH2:27][CH2:28][CH:23]([CH2:21][OH:20])[CH2:24][CH2:25]1, predict the reactants needed to synthesize it. The reactants are: COCCO[AlH2-]OCCOC.[Na+].C([O:20][C:21]([CH:23]1[CH2:28][CH2:27][CH:26]([CH2:29][CH:30]=[C:31](F)[F:32])[CH2:25][CH2:24]1)=O)C1C=CC=CC=1.OS(O)(=O)=O.